Dataset: NCI-60 drug combinations with 297,098 pairs across 59 cell lines. Task: Regression. Given two drug SMILES strings and cell line genomic features, predict the synergy score measuring deviation from expected non-interaction effect. (1) Drug 1: CC1=C2C(C(=O)C3(C(CC4C(C3C(C(C2(C)C)(CC1OC(=O)C(C(C5=CC=CC=C5)NC(=O)OC(C)(C)C)O)O)OC(=O)C6=CC=CC=C6)(CO4)OC(=O)C)O)C)O. Drug 2: C1CN1C2=NC(=NC(=N2)N3CC3)N4CC4. Cell line: IGROV1. Synergy scores: CSS=22.1, Synergy_ZIP=-0.546, Synergy_Bliss=0.104, Synergy_Loewe=0.775, Synergy_HSA=2.27. (2) Drug 1: CC1=CC2C(CCC3(C2CCC3(C(=O)C)OC(=O)C)C)C4(C1=CC(=O)CC4)C. Drug 2: C1=NC2=C(N=C(N=C2N1C3C(C(C(O3)CO)O)F)Cl)N. Cell line: HOP-62. Synergy scores: CSS=29.9, Synergy_ZIP=3.45, Synergy_Bliss=3.53, Synergy_Loewe=-23.5, Synergy_HSA=-5.56. (3) Drug 1: C1CC(=O)NC(=O)C1N2C(=O)C3=CC=CC=C3C2=O. Drug 2: COCCOC1=C(C=C2C(=C1)C(=NC=N2)NC3=CC=CC(=C3)C#C)OCCOC.Cl. Cell line: MALME-3M. Synergy scores: CSS=3.02, Synergy_ZIP=2.86, Synergy_Bliss=6.45, Synergy_Loewe=5.21, Synergy_HSA=4.78.